From a dataset of Catalyst prediction with 721,799 reactions and 888 catalyst types from USPTO. Predict which catalyst facilitates the given reaction. (1) Reactant: [Cl:1][C:2]1[C:3]([Cl:19])=[N:4][C:5]([O:11][CH2:12][CH2:13][CH2:14][C:15]2([OH:18])[CH2:17][CH2:16]2)=[C:6]([CH:10]=1)[C:7]([NH2:9])=[O:8].CCN(CC)CC.[F:27][C:28]([F:39])([F:38])[C:29](O[C:29](=[O:30])[C:28]([F:39])([F:38])[F:27])=[O:30].O. Product: [F:27][C:28]([F:39])([F:38])[C:29]([O:18][C:15]1([CH2:14][CH2:13][CH2:12][O:11][C:5]2[C:6]([C:7](=[O:8])[NH2:9])=[CH:10][C:2]([Cl:1])=[C:3]([Cl:19])[N:4]=2)[CH2:16][CH2:17]1)=[O:30]. The catalyst class is: 2. (2) Reactant: [C:1]([NH:9][C:10]1[S:11][CH2:12][C@@H:13]2[CH2:19][C@H:18]([C:20]([NH:22][CH2:23][CH:24]=[O:25])=O)[O:17][CH2:16][C@:14]2([C:26]2[CH:31]=[CH:30][C:29]([F:32])=[CH:28][C:27]=2[F:33])[N:15]=1)(=[O:8])[C:2]1[CH:7]=[CH:6][CH:5]=[CH:4][CH:3]=1.C1(C)C=CC=CC=1.CC[N+](S(N=C(OC)[O-])(=O)=O)(CC)CC. Product: [F:33][C:27]1[CH:28]=[C:29]([F:32])[CH:30]=[CH:31][C:26]=1[C@:14]12[CH2:16][O:17][C@@H:18]([C:20]3[O:25][CH:24]=[CH:23][N:22]=3)[CH2:19][C@H:13]1[CH2:12][S:11][C:10]([NH:9][C:1](=[O:8])[C:2]1[CH:3]=[CH:4][CH:5]=[CH:6][CH:7]=1)=[N:15]2. The catalyst class is: 7. (3) Reactant: [CH3:1][C:2]1[C:3]([C:20]2[CH:25]=[CH:24][CH:23]=[C:22]([C:26]([F:29])([F:28])[F:27])[CH:21]=2)=[N:4][C:5]2[C:10]([C:11]=1[C:12]([O:14][CH3:15])=[O:13])=[CH:9][C:8]([S:16]([CH3:19])(=[O:18])=[O:17])=[CH:7][CH:6]=2.C1C(=O)N([Br:37])C(=O)C1. Product: [Br:37][CH2:1][C:2]1[C:3]([C:20]2[CH:25]=[CH:24][CH:23]=[C:22]([C:26]([F:29])([F:27])[F:28])[CH:21]=2)=[N:4][C:5]2[C:10]([C:11]=1[C:12]([O:14][CH3:15])=[O:13])=[CH:9][C:8]([S:16]([CH3:19])(=[O:17])=[O:18])=[CH:7][CH:6]=2. The catalyst class is: 53.